Dataset: Reaction yield outcomes from USPTO patents with 853,638 reactions. Task: Predict the reaction yield, written as a fraction of the theoretical maximum amount of product (1.0 means a 100% yield; for example, 0.34 means a 34% yield). (1) The reactants are [Cl:1][C:2]1[CH:7]=[CH:6][C:5]([CH2:8][C@@H:9]([NH:29]C(=O)OC(C)(C)C)[C:10]([N:12]2[CH2:17][CH2:16][N:15]([C:18]3[C:19]4[C@H:26]([CH3:27])[CH2:25][CH2:24][C:20]=4[N:21]=[CH:22][N:23]=3)[C@@H:14]([CH3:28])[CH2:13]2)=[O:11])=[CH:4][C:3]=1[F:37].[ClH:38]. The catalyst is C(Cl)Cl. The product is [ClH:1].[ClH:38].[NH2:29][C@H:9]([CH2:8][C:5]1[CH:6]=[CH:7][C:2]([Cl:1])=[C:3]([F:37])[CH:4]=1)[C:10]([N:12]1[CH2:17][CH2:16][N:15]([C:18]2[C:19]3[C@H:26]([CH3:27])[CH2:25][CH2:24][C:20]=3[N:21]=[CH:22][N:23]=2)[C@@H:14]([CH3:28])[CH2:13]1)=[O:11]. The yield is 0.990. (2) The reactants are [C:1]([C:4]1([C:7]2[CH:41]=[CH:40][CH:39]=[CH:38][C:8]=2[CH2:9][CH2:10][C:11]2[C:16]([C:17]([F:20])([F:19])[F:18])=[CH:15][N:14]=[C:13]([NH:21][C:22]3[CH:27]=[CH:26][C:25]([CH:28]([NH:30]C(=O)OC(C)(C)C)[CH3:29])=[CH:24][CH:23]=3)[N:12]=2)[CH2:6][CH2:5]1)(=[O:3])[NH2:2].FC(F)(F)C(O)=O. The catalyst is C(Cl)Cl. The product is [NH2:30][CH:28]([C:25]1[CH:24]=[CH:23][C:22]([NH:21][C:13]2[N:12]=[C:11]([CH2:10][CH2:9][C:8]3[CH:38]=[CH:39][CH:40]=[CH:41][C:7]=3[C:4]3([C:1]([NH2:2])=[O:3])[CH2:5][CH2:6]3)[C:16]([C:17]([F:19])([F:20])[F:18])=[CH:15][N:14]=2)=[CH:27][CH:26]=1)[CH3:29]. The yield is 0.810.